From a dataset of Retrosynthesis with 50K atom-mapped reactions and 10 reaction types from USPTO. Predict the reactants needed to synthesize the given product. (1) Given the product N=C(N)NCC1Cc2ccccc2N1, predict the reactants needed to synthesize it. The reactants are: N=C(N)NCC1Cc2ccccc2N1Cc1ccccc1. (2) Given the product O=C(O)c1ccc(CC(=O)c2ccc(O)cc2)cc1, predict the reactants needed to synthesize it. The reactants are: COC(=O)c1ccc(CC(=O)c2ccc(O)cc2)cc1. (3) Given the product Cc1cnc2[nH]c3c(-c4ccccc4)cccc3c2c1, predict the reactants needed to synthesize it. The reactants are: Cc1cnc2[nH]c3c(OS(=O)(=O)C(F)(F)F)cccc3c2c1.OB(O)c1ccccc1. (4) Given the product CC(C)(C)OC(=O)N1CCC(Oc2ccc(N3CCc4cc(S(C)(=O)=O)ccc43)nc2)CC1, predict the reactants needed to synthesize it. The reactants are: CC(C)(C)OC(=O)N1CCC(Oc2ccc(Cl)nc2)CC1.CS(=O)(=O)c1ccc2c(c1)CCN2. (5) Given the product [NH3+]c1nc(-c2ccc(Oc3ccccc3)cc2)cs1, predict the reactants needed to synthesize it. The reactants are: [NH3+]c1nc(-c2ccc(Oc3ccc(-c4ccccc4)cc3)cc2)cs1. (6) The reactants are: CCOC(C)=O.O=C1Cc2cc(Cl)ccc2N1. Given the product CC(=O)N1C(=O)Cc2cc(Cl)ccc21, predict the reactants needed to synthesize it. (7) Given the product CC(C)(C)OC(=O)N[C@H]1CN(C(=O)OCc2ccccc2)CC[C@@H]1OS(C)(=O)=O, predict the reactants needed to synthesize it. The reactants are: CC(C)(C)OC(=O)N[C@H]1CN(C(=O)OCc2ccccc2)CC[C@@H]1O.CS(=O)(=O)Cl.